This data is from Forward reaction prediction with 1.9M reactions from USPTO patents (1976-2016). The task is: Predict the product of the given reaction. Given the reactants C(OC(=O)CNC[C:8](=[O:57])[C@@H:9]([NH:25][C:26](=[O:56])[C@@H:27]([NH:52][C:53](=[O:55])[CH3:54])[CH2:28][CH2:29][CH2:30][NH:31]/[C:32](/[NH2:51])=[N:33]\[S:34]([C:37]1[C:38]([CH3:50])=[C:39]([CH3:49])[C:40]2[O:44][C:43]([CH3:46])([CH3:45])[CH2:42][C:41]=2[C:47]=1[CH3:48])(=[O:36])=[O:35])[CH2:10][N:11]([CH3:24])S(C1C=CC=CC=1[N+]([O-])=O)(=O)=O)C.[C:59]([O-:62])([O-])=[O:60].[K+].[K+].SC[CH:67]([CH2:69]O)O.[CH3:71][N:72](C=O)[CH3:73], predict the reaction product. The product is: [CH2:67]([O:62][C:59](=[O:60])[CH2:71][N:72]([C:8](=[O:57])[C@@H:9]([NH:25][C:26](=[O:56])[C@@H:27]([NH:52][C:53](=[O:55])[CH3:54])[CH2:28][CH2:29][CH2:30][NH:31]/[C:32](/[NH2:51])=[N:33]\[S:34]([C:37]1[C:38]([CH3:50])=[C:39]([CH3:49])[C:40]2[O:44][C:43]([CH3:46])([CH3:45])[CH2:42][C:41]=2[C:47]=1[CH3:48])(=[O:36])=[O:35])[CH2:10][NH:11][CH3:24])[CH3:73])[CH3:69].